From a dataset of Catalyst prediction with 721,799 reactions and 888 catalyst types from USPTO. Predict which catalyst facilitates the given reaction. Reactant: [H-].[H-].[H-].[H-].[Li+].[Al+3].[NH2:7][C:8]1[CH:16]=[CH:15][CH:14]=[C:13]([F:17])[C:9]=1[C:10](O)=[O:11].[O-]S([O-])(=O)=O.[Na+].[Na+]. Product: [NH2:7][C:8]1[CH:16]=[CH:15][CH:14]=[C:13]([F:17])[C:9]=1[CH2:10][OH:11]. The catalyst class is: 1.